This data is from Peptide-MHC class I binding affinity with 185,985 pairs from IEDB/IMGT. The task is: Regression. Given a peptide amino acid sequence and an MHC pseudo amino acid sequence, predict their binding affinity value. This is MHC class I binding data. (1) The peptide sequence is QPQQSPQFF. The MHC is HLA-B27:05 with pseudo-sequence HLA-B27:05. The binding affinity (normalized) is 0.0847. (2) The peptide sequence is ITDVQDMDP. The MHC is HLA-A69:01 with pseudo-sequence HLA-A69:01. The binding affinity (normalized) is 0.0847. (3) The peptide sequence is RLASTVIYR. The MHC is HLA-A26:01 with pseudo-sequence HLA-A26:01. The binding affinity (normalized) is 0.0847. (4) The peptide sequence is SPREECGVF. The MHC is HLA-A02:06 with pseudo-sequence HLA-A02:06. The binding affinity (normalized) is 0.0847. (5) The peptide sequence is EELSTLYEAL. The MHC is HLA-B18:01 with pseudo-sequence HLA-B18:01. The binding affinity (normalized) is 0.453. (6) The peptide sequence is MKTPGNTDAF. The MHC is Mamu-B17 with pseudo-sequence Mamu-B17. The binding affinity (normalized) is 0.474. (7) The peptide sequence is ETQTGMHAH. The MHC is HLA-A02:03 with pseudo-sequence HLA-A02:03. The binding affinity (normalized) is 0.0847. (8) The peptide sequence is AIFRRFPHL. The MHC is H-2-Kb with pseudo-sequence H-2-Kb. The binding affinity (normalized) is 0.964. (9) The peptide sequence is YVFPVIFSK. The MHC is HLA-A02:03 with pseudo-sequence HLA-A02:03. The binding affinity (normalized) is 0.275. (10) The peptide sequence is PKYVKQNTLKLAT. The MHC is Mamu-B17 with pseudo-sequence Mamu-B17. The binding affinity (normalized) is 0.